From a dataset of Full USPTO retrosynthesis dataset with 1.9M reactions from patents (1976-2016). Predict the reactants needed to synthesize the given product. (1) Given the product [CH2:1]([O:3][C:4](=[O:19])[CH2:5][CH2:6][C:7]1[CH:8]=[N:9][C:10]([C:14]([C:17]#[N:18])([CH3:15])[CH3:16])=[C:11]([Cl:13])[CH:12]=1)[CH3:2], predict the reactants needed to synthesize it. The reactants are: [CH2:1]([O:3][C:4](=[O:19])[CH:5]=[CH:6][C:7]1[CH:8]=[N:9][C:10]([C:14]([C:17]#[N:18])([CH3:16])[CH3:15])=[C:11]([Cl:13])[CH:12]=1)[CH3:2].[H][H]. (2) Given the product [CH2:1]([O:8][C:9]([N:11]1[CH2:16][CH2:15][N:14]([CH:17]2[CH2:22][CH2:21][N:20]([C:23]3[CH:28]=[CH:27][C:26]([NH:29][C:35]4[N:40]=[CH:39][C:38]5=[CH:41][CH:42]=[C:43]([C:44]6[CH:49]=[CH:48][CH:47]=[CH:46][C:45]=6[O:50][CH3:51])[N:37]5[N:36]=4)=[C:25]([O:30][CH3:31])[CH:24]=3)[CH2:19][CH2:18]2)[CH2:13][CH2:12]1)=[O:10])[C:2]1[CH:7]=[CH:6][CH:5]=[CH:4][CH:3]=1, predict the reactants needed to synthesize it. The reactants are: [CH2:1]([O:8][C:9]([N:11]1[CH2:16][CH2:15][N:14]([CH:17]2[CH2:22][CH2:21][N:20]([C:23]3[CH:28]=[CH:27][C:26]([NH2:29])=[C:25]([O:30][CH3:31])[CH:24]=3)[CH2:19][CH2:18]2)[CH2:13][CH2:12]1)=[O:10])[C:2]1[CH:7]=[CH:6][CH:5]=[CH:4][CH:3]=1.CS([C:35]1[N:40]=[CH:39][C:38]2=[CH:41][CH:42]=[C:43]([C:44]3[CH:49]=[CH:48][CH:47]=[CH:46][C:45]=3[O:50][CH3:51])[N:37]2[N:36]=1)=O.C([O-])(=O)C.[K+]. (3) Given the product [C:25]1([O:24][C:22]2[CH:21]=[C:10]([CH:9]=[C:8]([O:7][C:1]3[CH:6]=[CH:5][CH:4]=[CH:3][CH:2]=3)[CH:23]=2)[C:11]([C:13]2[CH:18]=[CH:17][C:16]([OH:19])=[CH:15][CH:14]=2)=[O:12])[CH:30]=[CH:29][CH:28]=[CH:27][CH:26]=1, predict the reactants needed to synthesize it. The reactants are: [C:1]1([O:7][C:8]2[CH:9]=[C:10]([CH:21]=[C:22]([O:24][C:25]3[CH:30]=[CH:29][CH:28]=[CH:27][CH:26]=3)[CH:23]=2)[C:11]([C:13]2[CH:18]=[CH:17][C:16]([O:19]C)=[CH:15][CH:14]=2)=[O:12])[CH:6]=[CH:5][CH:4]=[CH:3][CH:2]=1.